Dataset: Reaction yield outcomes from USPTO patents with 853,638 reactions. Task: Predict the reaction yield, written as a fraction of the theoretical maximum amount of product (1.0 means a 100% yield; for example, 0.34 means a 34% yield). The reactants are [CH2:1]([O:3][C:4](=[O:26])[C:5]1[CH:25]=[CH:24][CH:23]=[C:7]([C:8]([NH:10][CH2:11][C:12]([C:14]2[CH:19]=[CH:18][C:17]([CH:20]([CH3:22])[CH3:21])=[CH:16][CH:15]=2)=O)=O)[CH:6]=1)[CH3:2].P12(SP3(SP(SP(S3)(S1)=S)(=S)S2)=S)=[S:28].N. The catalyst is N1C=CC=CC=1. The product is [CH:20]([C:17]1[CH:18]=[CH:19][C:14]([C:12]2[S:28][C:8]([C:7]3[CH:6]=[C:5]([CH:25]=[CH:24][CH:23]=3)[C:4]([O:3][CH2:1][CH3:2])=[O:26])=[N:10][CH:11]=2)=[CH:15][CH:16]=1)([CH3:22])[CH3:21]. The yield is 0.300.